Dataset: TCR-epitope binding with 47,182 pairs between 192 epitopes and 23,139 TCRs. Task: Binary Classification. Given a T-cell receptor sequence (or CDR3 region) and an epitope sequence, predict whether binding occurs between them. (1) The TCR CDR3 sequence is CASSHIGEREQYNEQFF. The epitope is FTISVTTEIL. Result: 0 (the TCR does not bind to the epitope). (2) The epitope is RQLLFVVEV. The TCR CDR3 sequence is CASSLAEGGEQFF. Result: 1 (the TCR binds to the epitope).